This data is from Forward reaction prediction with 1.9M reactions from USPTO patents (1976-2016). The task is: Predict the product of the given reaction. (1) Given the reactants Br[C:2]1[CH:3]=[C:4]2[C:8](=[CH:9][C:10]=1[Cl:11])[NH:7][N:6]=[C:5]2[C:12]([OH:14])=[O:13].CC1(C)C(C)(C)OB([C:23]2[CH:28]=[CH:27][C:26]([N:29]3[CH2:34][CH2:33][N:32]([C:35](=[O:37])[CH3:36])[CH2:31][CH2:30]3)=[CH:25][CH:24]=2)O1.C(=O)([O-])[O-].[K+].[K+].Cl, predict the reaction product. The product is: [C:35]([N:32]1[CH2:33][CH2:34][N:29]([C:26]2[CH:27]=[CH:28][C:23]([C:2]3[CH:3]=[C:4]4[C:8](=[CH:9][C:10]=3[Cl:11])[NH:7][N:6]=[C:5]4[C:12]([OH:14])=[O:13])=[CH:24][CH:25]=2)[CH2:30][CH2:31]1)(=[O:37])[CH3:36]. (2) Given the reactants [CH3:1][C:2]1[CH:10]=[C:9]2[C:5]([CH:6]=[CH:7][NH:8]2)=[CH:4][CH:3]=1.[CH3:11][Mg]Br.[CH3:14][CH:15]([CH3:19])[C:16](Cl)=[O:17], predict the reaction product. The product is: [CH:7]([NH:8][C:9]1[CH:10]=[C:2]([CH3:1])[CH:3]=[CH:4][C:5]=1[CH2:11][C:16](=[O:17])[CH:15]([CH3:19])[CH3:14])=[CH2:6].